From a dataset of Full USPTO retrosynthesis dataset with 1.9M reactions from patents (1976-2016). Predict the reactants needed to synthesize the given product. (1) Given the product [CH2:16]([O:23][C:24]1[CH:31]=[CH:30][C:27]([CH:28]=[O:29])=[C:26]([O:32][C:2]2[C:11]3[C:6](=[CH:7][C:8]([O:14][CH3:15])=[C:9]([O:12][CH3:13])[CH:10]=3)[N:5]=[CH:4][CH:3]=2)[CH:25]=1)[C:17]1[CH:18]=[CH:19][CH:20]=[CH:21][CH:22]=1, predict the reactants needed to synthesize it. The reactants are: Cl[C:2]1[C:11]2[C:6](=[CH:7][C:8]([O:14][CH3:15])=[C:9]([O:12][CH3:13])[CH:10]=2)[N:5]=[CH:4][CH:3]=1.[CH2:16]([O:23][C:24]1[CH:31]=[CH:30][C:27]([CH:28]=[O:29])=[C:26]([OH:32])[CH:25]=1)[C:17]1[CH:22]=[CH:21][CH:20]=[CH:19][CH:18]=1.O. (2) The reactants are: [N:1]([CH:4]([CH2:10][CH2:11][CH2:12][CH2:13][N:14]=[C:15]=[O:16])[C:5]([O:7][CH2:8][CH3:9])=[O:6])=[C:2]=[O:3].[Cl:17][CH2:18][CH2:19][CH2:20][OH:21].[C:22]([O-:35])(=O)[CH2:23][CH2:24]CCCCCCCCC.[C:22]([O-:35])(=O)[CH2:23][CH2:24]CCCCCCCCC.C([Sn+2]CCCC)CCC.C(Cl)[Cl:60]. Given the product [Cl:17][CH2:18][CH2:19][CH2:20][O:21][C:2]([NH:1][C@@H:4]([CH2:10][CH2:11][CH2:12][CH2:13][NH:14][C:15]([O:35][CH2:22][CH2:23][CH2:24][Cl:60])=[O:16])[C:5]([O:7][CH2:8][CH3:9])=[O:6])=[O:3], predict the reactants needed to synthesize it. (3) Given the product [N:52]1([CH2:51][CH2:50][CH2:49][O:48][C:45]2[CH:46]=[CH:47][C:42]([CH2:41][CH2:40][N:21]3[CH2:22][CH2:23][N:18]([C:16]4[CH:17]=[C:8]([CH2:7][C:1]5[CH:6]=[CH:5][CH:4]=[CH:3][CH:2]=5)[CH:9]=[C:10]5[C:15]=4[N:14]=[C:13]([CH2:24][CH2:25][C:26]([O:28][CH3:29])=[O:27])[CH:12]=[CH:11]5)[CH2:19][CH2:20]3)=[CH:43][CH:44]=2)[CH2:58][CH2:57][CH2:56][CH2:55][CH2:54][CH2:53]1, predict the reactants needed to synthesize it. The reactants are: [C:1]1([CH2:7][C:8]2[CH:9]=[C:10]3[C:15](=[C:16]([N:18]4[CH2:23][CH2:22][NH:21][CH2:20][CH2:19]4)[CH:17]=2)[N:14]=[C:13]([CH2:24][CH2:25][C:26]([O:28][CH3:29])=[O:27])[CH:12]=[CH:11]3)[CH:6]=[CH:5][CH:4]=[CH:3][CH:2]=1.C(=O)(O)[O-].[Na+].CS(O[CH2:40][CH2:41][C:42]1[CH:47]=[CH:46][C:45]([O:48][CH2:49][CH2:50][CH2:51][N:52]2[CH2:58][CH2:57][CH2:56][CH2:55][CH2:54][CH2:53]2)=[CH:44][CH:43]=1)(=O)=O. (4) Given the product [C:8]([O:10][CH2:11][CH3:12])(=[O:9])[CH3:7].[CH3:2][CH2:3][CH2:4][CH2:5][CH2:6][CH3:7], predict the reactants needed to synthesize it. The reactants are: N[CH2:2][CH2:3][C:4]1C=C[C:7]([C:8]([O:10][CH2:11][CH3:12])=[O:9])=[CH:6][CH:5]=1. (5) The reactants are: [Br:1][C:2]1[CH:10]=[CH:9][C:5]2[NH:6][CH:7]=[N:8][C:4]=2[CH:3]=1.[CH3:11][C:12]([O:15][C:16](O[C:16]([O:15][C:12]([CH3:14])([CH3:13])[CH3:11])=[O:17])=[O:17])([CH3:14])[CH3:13].C(N(CC)CC)C. Given the product [Br:1][C:2]1[CH:10]=[CH:9][C:5]2[N:6]([C:16]([O:15][C:12]([CH3:14])([CH3:13])[CH3:11])=[O:17])[CH:7]=[N:8][C:4]=2[CH:3]=1, predict the reactants needed to synthesize it.